This data is from Full USPTO retrosynthesis dataset with 1.9M reactions from patents (1976-2016). The task is: Predict the reactants needed to synthesize the given product. (1) Given the product [CH2:1]([S:7]([OH:10])(=[O:9])=[O:8])[CH2:2][S:3]([OH:6])(=[O:5])=[O:4].[NH2:11][C:12]1[C:13]2[C:14]3[C:15](=[N:27][N:28]([CH2:30][C:31]4[C:36]([Cl:37])=[C:35]([O:38][CH3:39])[C:34]([CH3:40])=[CH:33][N:32]=4)[N:29]=2)[CH:16]=[C:17]([CH2:22][C:23]([NH:25][CH3:26])=[O:24])[C:18]=3[CH2:19][S:20][N:21]=1, predict the reactants needed to synthesize it. The reactants are: [CH2:1]([S:7]([O-:10])(=[O:9])=[O:8])[CH2:2][S:3]([O-:6])(=[O:5])=[O:4].[NH2:11][C:12]1[C:13]2[C:14]3[C:15](=[N:27][N:28]([CH2:30][C:31]4[C:36]([Cl:37])=[C:35]([O:38][CH3:39])[C:34]([CH3:40])=[CH:33][N:32]=4)[N:29]=2)[CH:16]=[C:17]([CH2:22][C:23]([NH:25][CH3:26])=[O:24])[C:18]=3[CH2:19][S:20][N:21]=1. (2) Given the product [NH2:1][C:2]1[N:7]2[N:8]=[CH:9][N:10]=[C:6]2[N:5]=[C:4]([CH3:11])[C:3]=1[C:12]#[C:13][CH:14]([CH:16]1[CH2:21][CH2:20][CH:19]([C:22]([OH:24])=[O:23])[CH2:18][CH2:17]1)[OH:15], predict the reactants needed to synthesize it. The reactants are: [NH2:1][C:2]1[N:7]2[N:8]=[CH:9][N:10]=[C:6]2[N:5]=[C:4]([CH3:11])[C:3]=1[C:12]#[C:13][CH:14]([CH:16]1[CH2:21][CH2:20][CH:19]([C:22]([O:24]C)=[O:23])[CH2:18][CH2:17]1)[OH:15].CO.[OH-].[Na+].Cl. (3) Given the product [N+:1]([C:4]1[CH:5]=[C:6]([C:11]2[CH:16]=[CH:15][CH:14]=[CH:13][C:12]=2[O:17][CH:18]([F:19])[F:20])[CH:7]=[CH:8][C:9]=1[NH:10][C:31]([C:27]1[N:28]([CH3:30])[N:29]=[C:25]([C:21]([CH3:24])([CH3:23])[CH3:22])[CH:26]=1)=[O:32])([O-:3])=[O:2], predict the reactants needed to synthesize it. The reactants are: [N+:1]([C:4]1[CH:5]=[C:6]([C:11]2[CH:16]=[CH:15][CH:14]=[CH:13][C:12]=2[O:17][CH:18]([F:20])[F:19])[CH:7]=[CH:8][C:9]=1[NH2:10])([O-:3])=[O:2].[C:21]([C:25]1[CH:26]=[C:27]([C:31](O)=[O:32])[N:28]([CH3:30])[N:29]=1)([CH3:24])([CH3:23])[CH3:22].F[P-](F)(F)(F)(F)F.N1(O[P+](N(C)C)(N(C)C)N(C)C)C2C=CC=CC=2N=N1.[H-].[Na+]. (4) Given the product [NH2:13][C:14]1[N:18]([C:19]2[CH:20]=[CH:21][C:22]([C:23]([NH2:3])=[O:24])=[CH:26][CH:27]=2)[N:17]=[C:16]([NH:28][C:29]2[CH:34]=[C:33]([O:35][CH3:36])[C:32]([O:37][CH3:38])=[C:31]([O:39][CH3:40])[CH:30]=2)[N:15]=1, predict the reactants needed to synthesize it. The reactants are: C(N1C=CN=C1)([N:3]1C=CN=C1)=O.[NH2:13][C:14]1[N:18]([C:19]2[CH:27]=[CH:26][C:22]([C:23](O)=[O:24])=[CH:21][CH:20]=2)[N:17]=[C:16]([NH:28][C:29]2[CH:34]=[C:33]([O:35][CH3:36])[C:32]([O:37][CH3:38])=[C:31]([O:39][CH3:40])[CH:30]=2)[N:15]=1.N. (5) Given the product [F:12][C:11]([F:14])([F:13])[C:4]1[CH:5]=[C:6]2[C:10](=[C:2]([C:20]([OH:22])=[O:21])[CH:3]=1)[NH:9][CH:8]=[CH:7]2, predict the reactants needed to synthesize it. The reactants are: Br[C:2]1[CH:3]=[C:4]([C:11]([F:14])([F:13])[F:12])[CH:5]=[C:6]2[C:10]=1[NH:9][CH:8]=[CH:7]2.[Li]CCCC.[C:20](=[O:22])=[O:21].O. (6) Given the product [CH2:30]([C:32]1[CH:37]=[CH:36][C:35]([C:2]2[N:7]=[C:6]([N:8]([CH3:28])[CH2:9][CH2:10][CH2:11][O:12][C:13]3[CH:14]=[C:15]4[C:19](=[CH:20][CH:21]=3)[C@H:18]([CH2:22][C:23]([O:25][CH2:26][CH3:27])=[O:24])[CH2:17][CH2:16]4)[C:5]([CH3:29])=[CH:4][N:3]=2)=[CH:34][CH:33]=1)[CH3:31], predict the reactants needed to synthesize it. The reactants are: Cl[C:2]1[N:7]=[C:6]([N:8]([CH3:28])[CH2:9][CH2:10][CH2:11][O:12][C:13]2[CH:14]=[C:15]3[C:19](=[CH:20][CH:21]=2)[C@H:18]([CH2:22][C:23]([O:25][CH2:26][CH3:27])=[O:24])[CH2:17][CH2:16]3)[C:5]([CH3:29])=[CH:4][N:3]=1.[CH2:30]([C:32]1[CH:37]=[CH:36][C:35](B(O)O)=[CH:34][CH:33]=1)[CH3:31].C(Cl)Cl.C([O-])([O-])=O.[Na+].[Na+]. (7) The reactants are: [F:1][C:2]1[CH:3]=[C:4]2[C:8](=[CH:9][CH:10]=1)[NH:7][CH:6]=[C:5]2[CH2:11][CH2:12][CH2:13][CH2:14][NH:15][CH:16]1[CH2:25][C:24]2[C:19](=[CH:20][CH:21]=[CH:22][C:23]=2[O:26][CH3:27])[O:18][CH2:17]1.[C:28]1(=O)[CH2:31][CH2:30][CH2:29]1.C(O)(=O)C.C([BH3-])#N.[Na+]. Given the product [CH:28]1([N:15]([CH2:14][CH2:13][CH2:12][CH2:11][C:5]2[C:4]3[C:8](=[CH:9][CH:10]=[C:2]([F:1])[CH:3]=3)[NH:7][CH:6]=2)[CH:16]2[CH2:25][C:24]3[C:19](=[CH:20][CH:21]=[CH:22][C:23]=3[O:26][CH3:27])[O:18][CH2:17]2)[CH2:31][CH2:30][CH2:29]1, predict the reactants needed to synthesize it. (8) Given the product [CH3:1][C:2]1[C:3]2[C:8]([C:9]([CH3:19])=[C:10]3[C:15]=1[CH:14]=[C:13]([C:32]([OH:27])=[O:21])[CH:12]=[CH:11]3)=[CH:7][CH:6]=[CH:5][CH:4]=2, predict the reactants needed to synthesize it. The reactants are: [CH3:1][C:2]1[C:3]2[C:8]([C:9]([CH3:19])=[C:10]3[C:15]=1[CH:14]=[C:13](C(=O)C)[CH:12]=[CH:11]3)=[CH:7][CH:6]=[CH:5][CH:4]=2.Cl([O-])(=O)(=O)=[O:21].[Na+].Cl.[O:27]1[CH2:32]COCC1. (9) Given the product [CH:24]1([N:16]2[C:17]3=[N:18][CH:19]=[N:20][C:21]([NH2:23])=[C:22]3[C:14]([C:2]3[CH:10]=[CH:9][CH:8]=[C:7]4[C:3]=3[CH:4]=[CH:5][NH:6]4)=[N:15]2)[CH2:26][CH2:34][CH2:33][CH2:25]1, predict the reactants needed to synthesize it. The reactants are: B(O)(O)[C:2]1[CH:10]=[CH:9][CH:8]=[C:7]2[C:3]=1[CH:4]=[CH:5][NH:6]2.I[C:14]1[C:22]2[C:17](=[N:18][CH:19]=[N:20][C:21]=2[NH2:23])[N:16]([CH:24]([CH3:26])[CH3:25])[N:15]=1.C([O-])([O-])=O.[Na+].[Na+].[CH3:33][CH2:34]O. (10) Given the product [NH2:1][C:2]1[C:10]([C:19]2[CH:18]=[CH:17][CH:16]=[C:15]([C:14]([F:25])([F:24])[F:13])[CH:20]=2)=[CH:9][C:5]([C:6]([OH:8])=[O:7])=[CH:4][C:3]=1[C:19]1[CH:18]=[CH:17][CH:16]=[C:15]([C:14]([F:25])([F:24])[F:13])[CH:20]=1, predict the reactants needed to synthesize it. The reactants are: [NH2:1][C:2]1[C:10](I)=[CH:9][C:5]([C:6]([OH:8])=[O:7])=[CH:4][C:3]=1I.[F:13][C:14]([F:25])([F:24])[C:15]1[CH:16]=[C:17](B(O)O)[CH:18]=[CH:19][CH:20]=1.